From a dataset of Catalyst prediction with 721,799 reactions and 888 catalyst types from USPTO. Predict which catalyst facilitates the given reaction. (1) Reactant: [F:1][C:2]1[CH:3]=[C:4]([C:9]2[C:10](/[CH:19]=[N:20]/[S:21]([C:23]([CH3:26])([CH3:25])[CH3:24])=[O:22])=[CH:11][CH:12]=[C:13]3[C:18]=2[N:17]=[CH:16][CH:15]=[CH:14]3)[CH:5]=[C:6]([F:8])[CH:7]=1.[CH3:27][Mg]Br.C(OCC)C.[NH4+].[Cl-]. Product: [F:1][C:2]1[CH:3]=[C:4]([C:9]2[C:10]([CH:19]([NH:20][S:21]([C:23]([CH3:26])([CH3:25])[CH3:24])=[O:22])[CH3:27])=[CH:11][CH:12]=[C:13]3[C:18]=2[N:17]=[CH:16][CH:15]=[CH:14]3)[CH:5]=[C:6]([F:8])[CH:7]=1. The catalyst class is: 90. (2) Reactant: [CH3:1][C:2]1[S:3][C:4]([C:7](Cl)=[O:8])=[CH:5][N:6]=1.[NH2:10][CH2:11][C:12]1[C:17]([C:18]([F:21])([F:20])[F:19])=[N:16][C:15]2[N:22]([CH2:25][CH3:26])[N:23]=[CH:24][C:14]=2[C:13]=1[NH:27][CH:28]1[CH2:33][CH2:32][O:31][CH2:30][CH2:29]1.C(N(C(C)C)CC)(C)C. Product: [CH2:25]([N:22]1[C:15]2=[N:16][C:17]([C:18]([F:19])([F:20])[F:21])=[C:12]([CH2:11][NH:10][C:7]([C:4]3[S:3][C:2]([CH3:1])=[N:6][CH:5]=3)=[O:8])[C:13]([NH:27][CH:28]3[CH2:29][CH2:30][O:31][CH2:32][CH2:33]3)=[C:14]2[CH:24]=[N:23]1)[CH3:26]. The catalyst class is: 526.